From a dataset of Reaction yield outcomes from USPTO patents with 853,638 reactions. Predict the reaction yield, written as a fraction of the theoretical maximum amount of product (1.0 means a 100% yield; for example, 0.34 means a 34% yield). (1) The reactants are [CH3:1][O:2][C:3]1[CH:8]=[CH:7][C:6]([NH2:9])=[CH:5][CH:4]=1.Br[C:11]1[CH:17]=[CH:16][C:14](N)=[CH:13][CH:12]=1.C[C:19](C)([O-:21])C.[Na+]. The catalyst is C1C=CC(/C=C/C(/C=C/C2C=CC=CC=2)=O)=CC=1.C1C=CC(/C=C/C(/C=C/C2C=CC=CC=2)=O)=CC=1.C1C=CC(/C=C/C(/C=C/C2C=CC=CC=2)=O)=CC=1.[Pd].[Pd].C(P(C(C)(C)C)C(C)(C)C)(C)(C)C.C1(C)C=CC=CC=1. The product is [CH3:1][O:2][C:3]1[CH:8]=[CH:7][C:6]([NH:9][C:17]2[C:11]([O:21][CH3:19])=[CH:12][CH:13]=[CH:14][CH:16]=2)=[CH:5][CH:4]=1. The yield is 0.540. (2) The reactants are [Cl:1][C:2]1[C:16]([F:17])=[CH:15][CH:14]=[C:13]([Cl:18])[C:3]=1[CH2:4][O:5][C:6]1[C:7]([NH2:12])=[N:8][CH:9]=[CH:10][CH:11]=1.[Br:19]N1C(=O)CCC1=O. The catalyst is C(#N)C. The product is [Br:19][C:10]1[CH:11]=[C:6]([O:5][CH2:4][C:3]2[C:13]([Cl:18])=[CH:14][CH:15]=[C:16]([F:17])[C:2]=2[Cl:1])[C:7]([NH2:12])=[N:8][CH:9]=1. The yield is 0.510.